Dataset: Full USPTO retrosynthesis dataset with 1.9M reactions from patents (1976-2016). Task: Predict the reactants needed to synthesize the given product. (1) Given the product [C:1]([C:4]1[C:12]2[C:7](=[CH:8][C:9]([C:13]([NH:32][C@@H:33]([CH2:47][C:48]3[CH:49]=[C:50]([F:55])[CH:51]=[C:52]([F:54])[CH:53]=3)[C@H:34]([OH:46])[CH2:35][NH:36][CH2:37][C:38]3[CH:43]=[CH:42][CH:41]=[C:40]([CH2:44][CH3:45])[CH:39]=3)=[O:15])=[CH:10][CH:11]=2)[N:6]([CH2:16][CH2:17][CH2:18][CH3:19])[CH:5]=1)(=[O:3])[CH3:2], predict the reactants needed to synthesize it. The reactants are: [C:1]([C:4]1[C:12]2[C:7](=[CH:8][C:9]([C:13]([OH:15])=O)=[CH:10][CH:11]=2)[N:6]([CH2:16][CH2:17][CH2:18][CH3:19])[CH:5]=1)(=[O:3])[CH3:2].C(N1C=CN=C1)(N1C=CN=C1)=O.[NH2:32][C@@H:33]([CH2:47][C:48]1[CH:53]=[C:52]([F:54])[CH:51]=[C:50]([F:55])[CH:49]=1)[C@H:34]([OH:46])[CH2:35][NH:36][CH2:37][C:38]1[CH:43]=[CH:42][CH:41]=[C:40]([CH2:44][CH3:45])[CH:39]=1. (2) Given the product [CH3:1][O:2][C:3](=[O:20])[C@@H:4]([NH2:5])[C@H:13]1[CH2:14][CH2:15][C@H:16]([N:19]2[CH2:28][C:29]3[CH:34]=[CH:33][CH:32]=[CH:31][C:30]=3[S:35]2(=[O:37])=[O:36])[CH2:17][CH2:18]1, predict the reactants needed to synthesize it. The reactants are: [CH3:1][O:2][C:3](=[O:20])[C@H:4]([C@H:13]1[CH2:18][CH2:17][C@H:16]([NH2:19])[CH2:15][CH2:14]1)[NH:5]C(OC(C)(C)C)=O.C(=O)([O-])[O-].[K+].[K+].Br[CH2:28][C:29]1[CH:34]=[CH:33][CH:32]=[CH:31][C:30]=1[S:35](Cl)(=[O:37])=[O:36]. (3) Given the product [CH3:1][O:2][C:3](=[O:20])[C@@H:4]([NH:9][C:10]([O:12][CH2:13][C:14]1[CH:19]=[CH:18][CH:17]=[CH:16][CH:15]=1)=[O:11])[CH2:5][CH2:6][S:7]([CH3:8])=[O:22], predict the reactants needed to synthesize it. The reactants are: [CH3:1][O:2][C:3](=[O:20])[C@@H:4]([NH:9][C:10]([O:12][CH2:13][C:14]1[CH:19]=[CH:18][CH:17]=[CH:16][CH:15]=1)=[O:11])[CH2:5][CH2:6][S:7][CH3:8].I([O-])(=O)(=O)=[O:22].[Na+].